This data is from Catalyst prediction with 721,799 reactions and 888 catalyst types from USPTO. The task is: Predict which catalyst facilitates the given reaction. (1) Reactant: C[O:2][C:3]1[CH:4]=[C:5]2[C:9](=[CH:10][CH:11]=1)[N:8]([CH3:12])[CH2:7][CH2:6]2.B(Br)(Br)Br.CO.C([O-])(O)=O.[Na+]. Product: [CH3:12][N:8]1[C:9]2[C:5](=[CH:4][C:3]([OH:2])=[CH:11][CH:10]=2)[CH2:6][CH2:7]1. The catalyst class is: 4. (2) Reactant: [O:1]1[CH2:6][CH:5]=[C:4]([C:7]2[CH:8]=[CH:9][C:10]([N+:21]([O-])=O)=[C:11]([CH:20]=2)[NH:12][CH2:13][C:14]2[CH:19]=[CH:18][CH:17]=[CH:16][N:15]=2)[CH2:3][CH2:2]1.[H][H]. Product: [O:1]1[CH2:6][CH2:5][CH:4]([C:7]2[CH:20]=[C:11]([NH:12][CH2:13][C:14]3[CH:19]=[CH:18][CH:17]=[CH:16][N:15]=3)[C:10]([NH2:21])=[CH:9][CH:8]=2)[CH2:3][CH2:2]1. The catalyst class is: 446. (3) Reactant: [NH2:1][C:2]1[CH:3]=[CH:4][C:5]2[O:9][C:8]([CH:10]([NH:17][C:18]3[CH:23]=[CH:22][C:21]([C:24]([N:26]([CH3:34])[CH2:27][CH2:28][C:29]([O:31][CH2:32][CH3:33])=[O:30])=[O:25])=[CH:20][CH:19]=3)[CH:11]3[CH2:16][CH2:15][CH2:14][CH2:13][CH2:12]3)=[C:7]([CH3:35])[C:6]=2[CH:36]=1.[C:37]1([S:43](Cl)(=[O:45])=[O:44])[CH:42]=[CH:41][CH:40]=[CH:39][CH:38]=1.[Cl-].[NH4+]. Product: [CH:11]1([CH:10]([NH:17][C:18]2[CH:23]=[CH:22][C:21]([C:24]([N:26]([CH3:34])[CH2:27][CH2:28][C:29]([O:31][CH2:32][CH3:33])=[O:30])=[O:25])=[CH:20][CH:19]=2)[C:8]2[O:9][C:5]3[CH:4]=[CH:3][C:2]([NH:1][S:43]([C:37]4[CH:42]=[CH:41][CH:40]=[CH:39][CH:38]=4)(=[O:45])=[O:44])=[CH:36][C:6]=3[C:7]=2[CH3:35])[CH2:12][CH2:13][CH2:14][CH2:15][CH2:16]1. The catalyst class is: 80.